This data is from Full USPTO retrosynthesis dataset with 1.9M reactions from patents (1976-2016). The task is: Predict the reactants needed to synthesize the given product. (1) Given the product [CH2:33]([O:32][C:30]([CH2:29][C:26]1[CH:25]=[CH:24][C:23]([C:21]([OH:2])=[O:22])=[CH:28][CH:27]=1)=[O:31])[C:34]1[CH:39]=[CH:38][CH:37]=[CH:36][CH:35]=1, predict the reactants needed to synthesize it. The reactants are: C(C1C=CC(CC(O)=O)=CC=1)=[O:2].C(O)C1C=CC=CC=1.[CH:21]([C:23]1[CH:28]=[CH:27][C:26]([CH2:29][C:30]([O:32][CH2:33][C:34]2[CH:39]=[CH:38][CH:37]=[CH:36][CH:35]=2)=[O:31])=[CH:25][CH:24]=1)=[O:22]. (2) Given the product [CH:16]([N:14]1[CH:15]=[C:11]([CH2:9][OH:8])[C:12]([C:19]([F:22])([F:21])[F:20])=[N:13]1)([CH3:18])[CH3:17], predict the reactants needed to synthesize it. The reactants are: C1COCC1.C([O:8][C:9]([C:11]1[C:12]([C:19]([F:22])([F:21])[F:20])=[N:13][N:14]([CH:16]([CH3:18])[CH3:17])[CH:15]=1)=O)C.[H-].[Al+3].[Li+].[H-].[H-].[H-].[OH-].[Na+]. (3) Given the product [NH2:1][C:2]1[CH:10]=[CH:9][C:5]([C:6]([NH:29][C@@H:24]2[CH2:25][CH2:26][N:28]([CH3:27])[CH2:23]2)=[O:8])=[CH:4][C:3]=1[O:11][CH2:12][CH3:13], predict the reactants needed to synthesize it. The reactants are: [NH2:1][C:2]1[CH:10]=[CH:9][C:5]([C:6]([OH:8])=O)=[CH:4][C:3]=1[O:11][CH2:12][CH3:13].CN(C(ON1N=[N:29][C:24]2[CH:25]=[CH:26][CH:27]=[N:28][C:23]1=2)=[N+](C)C)C.F[P-](F)(F)(F)(F)F.Cl.Cl.CN1CC[C@@H](N)C1.C(N(C(C)C)CC)(C)C. (4) Given the product [NH2:2][C:1](=[N:17][OH:16])[CH2:3][CH:4]1[CH2:5][CH2:6][N:7]([C:10]([O:12][CH:13]([CH3:15])[CH3:14])=[O:11])[CH2:8][CH2:9]1, predict the reactants needed to synthesize it. The reactants are: [C:1]([CH2:3][CH:4]1[CH2:9][CH2:8][N:7]([C:10]([O:12][CH:13]([CH3:15])[CH3:14])=[O:11])[CH2:6][CH2:5]1)#[N:2].[OH:16][N:17]=C(C1CCN(C(OC(C)C)=O)CC1)N. (5) Given the product [Br:1][C:2]1[CH:23]=[C:22](/[CH:24]=[CH:25]/[CH:26]([C:31]2[CH:32]=[C:33]([Cl:39])[C:34]([Cl:38])=[C:35]([Cl:37])[CH:36]=2)[C:27]([F:30])([F:28])[F:29])[CH:21]=[CH:20][C:3]=1[C:4]([NH:6][CH:7]1[CH2:12][CH2:11][NH:10][CH2:9][CH2:8]1)=[O:5], predict the reactants needed to synthesize it. The reactants are: [Br:1][C:2]1[CH:23]=[C:22](/[CH:24]=[CH:25]/[CH:26]([C:31]2[CH:36]=[C:35]([Cl:37])[C:34]([Cl:38])=[C:33]([Cl:39])[CH:32]=2)[C:27]([F:30])([F:29])[F:28])[CH:21]=[CH:20][C:3]=1[C:4]([NH:6][CH:7]1[CH2:12][CH2:11][N:10](C(OC(C)(C)C)=O)[CH2:9][CH2:8]1)=[O:5]. (6) Given the product [CH3:17][O:18][C:19]1[CH:25]=[CH:24][C:23]([O:26][CH3:27])=[CH:22][C:20]=1[NH:21][C:2]1[CH:11]=[CH:10][N:9]=[C:8]2[C:3]=1[C:4]1[CH:16]=[CH:15][CH:14]=[CH:13][C:5]=1[C:6](=[O:12])[NH:7]2, predict the reactants needed to synthesize it. The reactants are: Cl[C:2]1[CH:11]=[CH:10][N:9]=[C:8]2[C:3]=1[C:4]1[CH:16]=[CH:15][CH:14]=[CH:13][C:5]=1[C:6](=[O:12])[NH:7]2.[CH3:17][O:18][C:19]1[CH:25]=[CH:24][C:23]([O:26][CH3:27])=[CH:22][C:20]=1[NH2:21]. (7) Given the product [CH2:19]([O:18][C:16]([NH:15][CH:14]1[CH2:13][CH:12]=[CH:11][CH2:10][N:9]([S:26]([C:29]2[CH:30]=[CH:31][C:32]([O:35][CH3:36])=[CH:33][CH:34]=2)(=[O:27])=[O:28])[CH:8]1[C:6]([OH:7])=[O:5])=[O:17])[C:20]1[CH:21]=[CH:22][CH:23]=[CH:24][CH:25]=1, predict the reactants needed to synthesize it. The reactants are: C([O:5][C:6]([CH:8]1[CH:14]([NH:15][C:16]([O:18][CH2:19][C:20]2[CH:25]=[CH:24][CH:23]=[CH:22][CH:21]=2)=[O:17])[CH2:13][CH:12]=[CH:11][CH2:10][N:9]1[S:26]([C:29]1[CH:34]=[CH:33][C:32]([O:35][CH3:36])=[CH:31][CH:30]=1)(=[O:28])=[O:27])=[O:7])(C)(C)C.